This data is from Catalyst prediction with 721,799 reactions and 888 catalyst types from USPTO. The task is: Predict which catalyst facilitates the given reaction. (1) Reactant: [Cl:1][C:2]1[CH:10]=[CH:9][C:8](I)=[C:7]2[C:3]=1[CH2:4][NH:5][C:6]2=[O:12].[CH2:13]([N:15]([CH2:18][CH3:19])[CH2:16][CH3:17])C. Product: [Cl:1][C:2]1[CH:10]=[CH:9][C:8]([C:16]2[N:15]([CH3:13])[C:18]3[C:19]([CH:17]=2)=[CH:4][CH:3]=[CH:2][CH:10]=3)=[C:7]2[C:3]=1[CH2:4][NH:5][C:6]2=[O:12]. The catalyst class is: 524. (2) Reactant: C[O:2][C:3](=O)[C:4]1[CH:9]=[CH:8][CH:7]=[C:6]([NH:10][S:11]([CH2:14][CH2:15][CH3:16])(=[O:13])=[O:12])[C:5]=1[F:17].[AlH4-].[Li+]. Product: [F:17][C:5]1[C:4]([CH2:3][OH:2])=[CH:9][CH:8]=[CH:7][C:6]=1[NH:10][S:11]([CH2:14][CH2:15][CH3:16])(=[O:13])=[O:12]. The catalyst class is: 7. (3) Reactant: [BH4-].[Na+].B(OC)(OC)OC.[F:10][C:11]1[CH:30]=[CH:29][C:14]([C:15]([C:17]2[CH:25]=[CH:24][C:20]([C:21](O)=[O:22])=[CH:19][C:18]=2[C:26](O)=[O:27])=O)=[CH:13][CH:12]=1.O. Product: [F:10][C:11]1[CH:30]=[CH:29][C:14]([CH:15]2[C:17]3[C:18](=[CH:19][C:20]([CH2:21][OH:22])=[CH:24][CH:25]=3)[CH2:26][O:27]2)=[CH:13][CH:12]=1. The catalyst class is: 1. (4) Reactant: [CH2:1]([C:4]1[C:8]([CH2:9][CH2:10][CH2:11][OH:12])=[CH:7][N:6]([C:13]2[CH:18]=[CH:17][C:16]([C:19]([F:22])([F:21])[F:20])=[CH:15][N:14]=2)[N:5]=1)[CH2:2][CH3:3].O[C:24]1[CH:29]=[CH:28][C:27]([CH2:30][CH2:31][C:32]([O:34]C)=[O:33])=[C:26]([O:36][CH3:37])[CH:25]=1.C(P(CCCC)CCCC)CCC.N(C(N1CCCCC1)=O)=NC(N1CCCCC1)=O. Product: [CH3:37][O:36][C:26]1[CH:25]=[C:24]([O:12][CH2:11][CH2:10][CH2:9][C:8]2[C:4]([CH2:1][CH2:2][CH3:3])=[N:5][N:6]([C:13]3[CH:18]=[CH:17][C:16]([C:19]([F:21])([F:20])[F:22])=[CH:15][N:14]=3)[CH:7]=2)[CH:29]=[CH:28][C:27]=1[CH2:30][CH2:31][C:32]([OH:34])=[O:33]. The catalyst class is: 7.